This data is from Peptide-MHC class II binding affinity with 134,281 pairs from IEDB. The task is: Regression. Given a peptide amino acid sequence and an MHC pseudo amino acid sequence, predict their binding affinity value. This is MHC class II binding data. (1) The peptide sequence is RSPISNMVSMANNHM. The MHC is DRB1_0405 with pseudo-sequence DRB1_0405. The binding affinity (normalized) is 0.191. (2) The peptide sequence is SQDLELSWNLNGLPAY. The MHC is DRB1_0802 with pseudo-sequence DRB1_0802. The binding affinity (normalized) is 0.263. (3) The peptide sequence is KRHRLIGAVVLAVSV. The MHC is DRB1_0301 with pseudo-sequence DRB1_0301. The binding affinity (normalized) is 0.537. (4) The peptide sequence is KGSNEKHLAVLVKYE. The MHC is DRB1_1001 with pseudo-sequence DRB1_1001. The binding affinity (normalized) is 0.317. (5) The peptide sequence is FTVVAAKPGFNNHEENGQSA. The MHC is HLA-DQA10103-DQB10603 with pseudo-sequence HLA-DQA10103-DQB10603. The binding affinity (normalized) is 0.241. (6) The peptide sequence is DKCVTVMAPDKPSLD. The MHC is DRB1_0701 with pseudo-sequence DRB1_0701. The binding affinity (normalized) is 0.